Task: Predict the reactants needed to synthesize the given product.. Dataset: Full USPTO retrosynthesis dataset with 1.9M reactions from patents (1976-2016) (1) Given the product [Br:1][C:2]1[CH:7]=[CH:6][C:5]([C:8]([F:9])([F:10])[F:11])=[CH:4][C:3]=1[CH:12]1[CH2:13][CH2:14][N:15]([CH3:18])[CH2:16][CH2:17]1, predict the reactants needed to synthesize it. The reactants are: [Br:1][C:2]1[CH:7]=[CH:6][C:5]([C:8]([F:11])([F:10])[F:9])=[CH:4][C:3]=1[C:12]1[CH2:13][CH2:14][N:15]([CH3:18])[CH2:16][CH:17]=1. (2) The reactants are: FC(F)(F)C(O)=O.[Cl:8][C:9]1[CH:14]=[CH:13][C:12]([C:15](=[O:17])[CH3:16])=[C:11]([NH:18][C:19]2[CH:24]=[CH:23][CH:22]=[CH:21][N:20]=2)[CH:10]=1.[CH:25]([C:27]1[CH:36]=[CH:35][C:30]([C:31]([O:33][CH3:34])=[O:32])=[CH:29][CH:28]=1)=O.C[O-].[Na+].Cl. Given the product [CH3:34][O:33][C:31](=[O:32])[C:30]1[CH:35]=[CH:36][C:27](/[CH:25]=[CH:16]/[C:15]([C:12]2[CH:13]=[CH:14][C:9]([Cl:8])=[CH:10][C:11]=2[NH:18][C:19]2[CH:24]=[CH:23][CH:22]=[CH:21][N:20]=2)=[O:17])=[CH:28][CH:29]=1, predict the reactants needed to synthesize it.